From a dataset of Full USPTO retrosynthesis dataset with 1.9M reactions from patents (1976-2016). Predict the reactants needed to synthesize the given product. (1) Given the product [CH3:1][O:2][C:3]([C@H:5]1[C:14]2[C:9](=[CH:10][CH:11]=[CH:12][CH:13]=2)[N:8]([C:25](=[O:34])[C:26]2[CH:31]=[CH:30][C:29]([O:32][CH3:33])=[CH:28][CH:27]=2)[C@@H:7]([CH3:15])[CH2:6]1)=[O:4], predict the reactants needed to synthesize it. The reactants are: [CH3:1][O:2][C:3]([C@H:5]1[C:14]2[C:9](=[CH:10][CH:11]=[CH:12][CH:13]=2)[NH:8][C@@H:7]([CH3:15])[CH2:6]1)=[O:4].C(N(CC)C(C)C)(C)C.[C:25](Cl)(=[O:34])[C:26]1[CH:31]=[CH:30][C:29]([O:32][CH3:33])=[CH:28][CH:27]=1.C(=O)(O)[O-].[Na+]. (2) Given the product [Cl:24][C:19]1[C:18]2[C:17]3[C:16](=[C:27]([CH3:28])[O:26][N:25]=3)[C:15](=[O:29])[N:14]([CH:12]3[CH2:13][CH:9]([OH:8])[CH:10]=[CH:11]3)[C:23]=2[CH:22]=[CH:21][CH:20]=1, predict the reactants needed to synthesize it. The reactants are: [Si]([O:8][CH:9]1[CH2:13][CH:12]([N:14]2[C:23]3[CH:22]=[CH:21][CH:20]=[C:19]([Cl:24])[C:18]=3[C:17]3=[N:25][O:26][C:27]([CH3:28])=[C:16]3[C:15]2=[O:29])[CH:11]=[CH:10]1)(C(C)(C)C)(C)C.N1C=CC=CC=1.N1C=CC=CC=1.C1COCC1.C([O-])(O)=O.[Na+].C(OCC)(=O)C. (3) Given the product [Cl:1][C:2]1[C:7]([NH2:8])=[C:6]([O:12][CH3:13])[C:5]([O:14][CH3:15])=[CH:4][CH:3]=1, predict the reactants needed to synthesize it. The reactants are: [Cl:1][C:2]1[C:7]([NH:8]C(=O)C)=[C:6]([O:12][CH3:13])[C:5]([O:14][CH3:15])=[CH:4][CH:3]=1.[OH-].[Na+]. (4) Given the product [O:29]1[CH:30]=[CH:31][CH:32]=[C:28]1[C:26]1[N:27]=[C:23]([NH:22][C:13](=[O:15])[C:12]2[CH:11]=[CH:10][C:9]([CH2:8][N:3]3[CH2:4][CH2:5][CH2:6][CH2:7][C:2]3=[O:1])=[CH:17][CH:16]=2)[S:24][C:25]=1[N:33]1[CH2:38][CH2:37][O:36][CH2:35][CH2:34]1, predict the reactants needed to synthesize it. The reactants are: [O:1]=[C:2]1[CH2:7][CH2:6][CH2:5][CH2:4][N:3]1[CH2:8][C:9]1[CH:17]=[CH:16][C:12]([C:13]([OH:15])=O)=[CH:11][CH:10]=1.S(Cl)(Cl)=O.[NH2:22][C:23]1[S:24][C:25]([N:33]2[CH2:38][CH2:37][O:36][CH2:35][CH2:34]2)=[C:26]([C:28]2[O:29][CH:30]=[CH:31][CH:32]=2)[N:27]=1. (5) Given the product [CH2:26]([N:7]1[C:6]2[CH:19]=[C:20]([N+:21]([O-:23])=[O:22])[C:3]([O:2][CH3:1])=[CH:4][C:5]=2[CH2:11][N:10]([C:12](=[O:17])[C:13]([F:14])([F:15])[F:16])[CH2:9][C:8]1=[O:18])[CH3:27], predict the reactants needed to synthesize it. The reactants are: [CH3:1][O:2][C:3]1[C:20]([N+:21]([O-:23])=[O:22])=[CH:19][C:6]2[NH:7][C:8](=[O:18])[CH2:9][N:10]([C:12](=[O:17])[C:13]([F:16])([F:15])[F:14])[CH2:11][C:5]=2[CH:4]=1.[F-].[Cs+].[CH2:26](Br)[CH3:27].C(#N)C. (6) Given the product [N:17]1[O:18][CH2:3][CH:2]2[CH2:1][N:4]([C:5]([O:6][CH2:7][C:8]3[CH:13]=[CH:12][CH:11]=[CH:10][CH:9]=3)=[O:14])[CH2:15][C:16]=12, predict the reactants needed to synthesize it. The reactants are: [CH2:1]([N:4]([CH2:15][CH:16]=[N:17][OH:18])[C:5](=[O:14])[O:6][CH2:7][C:8]1[CH:13]=[CH:12][CH:11]=[CH:10][CH:9]=1)[CH:2]=[CH2:3].Cl[O-].[Na+]. (7) Given the product [Cl:1][C:2]1[N:3]=[C:4]([C:9]([NH:11][C@H:12]2[CH2:17][CH2:16][N:15]([C:38]3[S:39][C:40]4[C:46]([C:47]([O:49][CH2:50][CH3:51])=[O:48])=[CH:45][CH:44]=[CH:43][C:41]=4[N:42]=3)[CH2:14][C@H:13]2[N:25]2[CH2:26][CH2:27][CH2:28][CH2:29]2)=[O:10])[NH:5][C:6]=1[CH2:7][CH3:8], predict the reactants needed to synthesize it. The reactants are: [Cl:1][C:2]1[N:3]=[C:4]([C:9]([NH:11][C@H:12]2[CH2:17][CH2:16][N:15](C(OC(C)(C)C)=O)[CH2:14][C@H:13]2[N:25]2[CH2:29][CH2:28][CH2:27][CH2:26]2)=[O:10])[NH:5][C:6]=1[CH2:7][CH3:8].Cl.O1CCOCC1.Br[C:38]1[S:39][C:40]2[C:46]([C:47]([O:49][CH2:50][CH3:51])=[O:48])=[CH:45][CH:44]=[CH:43][C:41]=2[N:42]=1.C(=O)([O-])[O-].[Na+].[Na+].